This data is from Catalyst prediction with 721,799 reactions and 888 catalyst types from USPTO. The task is: Predict which catalyst facilitates the given reaction. The catalyst class is: 2. Product: [CH:19]12[O:2][CH:20]1[CH2:21][N:17]([C:22]([O:24][C:25]([CH3:28])([CH3:27])[CH3:26])=[O:23])[CH2:18]2. Reactant: C(=O)(O)[O-:2].[Na+].ClC1C=CC=C(C(OO)=O)C=1.[N:17]1([C:22]([O:24][C:25]([CH3:28])([CH3:27])[CH3:26])=[O:23])[CH2:21][CH:20]=[CH:19][CH2:18]1.C(OC(=O)C)C.